This data is from Catalyst prediction with 721,799 reactions and 888 catalyst types from USPTO. The task is: Predict which catalyst facilitates the given reaction. Reactant: [C:1]([NH:9][C:10]1[N:15]=[CH:14][C:13]([N+:16]([O-])=O)=[CH:12][N:11]=1)(=[O:8])[C:2]1[CH:7]=[CH:6][CH:5]=[CH:4][CH:3]=1. Product: [C:1]([NH:9][C:10]1[N:11]=[CH:12][C:13]([NH2:16])=[CH:14][N:15]=1)(=[O:8])[C:2]1[CH:7]=[CH:6][CH:5]=[CH:4][CH:3]=1. The catalyst class is: 63.